Dataset: Reaction yield outcomes from USPTO patents with 853,638 reactions. Task: Predict the reaction yield, written as a fraction of the theoretical maximum amount of product (1.0 means a 100% yield; for example, 0.34 means a 34% yield). (1) The reactants are C([O:3][C:4]([C:6]12[CH2:24][CH:23]1[CH:22]=[CH:21][CH2:20][CH2:19][CH2:18][CH2:17][CH2:16][CH:15]([NH:25][C:26]([O:28][C:29]([CH3:32])([CH3:31])[CH3:30])=[O:27])[C:14](=[O:33])[N:13]1[CH:9]([CH2:10][CH:11]([O:34][Si:35]([C:38]([CH3:41])([CH3:40])[CH3:39])([CH3:37])[CH3:36])[CH2:12]1)[C:8](=[O:42])[NH:7]2)=[O:5])C.C1COCC1.CO.O.[OH-].[Li+]. The catalyst is O. The product is [C:29]([O:28][C:26]([NH:25][CH:15]1[C:14](=[O:33])[N:13]2[CH:9]([CH2:10][CH:11]([O:34][Si:35]([C:38]([CH3:40])([CH3:39])[CH3:41])([CH3:37])[CH3:36])[CH2:12]2)[C:8](=[O:42])[NH:7][C:6]2([C:4]([OH:5])=[O:3])[CH:23]([CH2:24]2)[CH:22]=[CH:21][CH2:20][CH2:19][CH2:18][CH2:17][CH2:16]1)=[O:27])([CH3:30])([CH3:31])[CH3:32]. The yield is 0.840. (2) The reactants are Cl[C:2](Cl)([O:4]C(=O)OC(Cl)(Cl)Cl)Cl.[CH2:13]([N:15]1[C:19]2[N:20]=[C:21]([C:31]3[CH:37]=[CH:36][C:34]([NH2:35])=[CH:33][CH:32]=3)[N:22]=[C:23]([N:24]3[CH2:29][CH2:28][O:27][CH2:26][C@@H:25]3[CH3:30])[C:18]=2[N:17]=[N:16]1)[CH3:14].[NH2:38][C:39]1[CH:44]=[CH:43][C:42]([CH2:45][OH:46])=[CH:41][CH:40]=1.CCN(CC)CC. The catalyst is C(Cl)Cl. The product is [CH2:13]([N:15]1[C:19]2[N:20]=[C:21]([C:31]3[CH:37]=[CH:36][C:34]([NH:35][C:2]([NH:38][C:39]4[CH:44]=[CH:43][C:42]([CH2:45][OH:46])=[CH:41][CH:40]=4)=[O:4])=[CH:33][CH:32]=3)[N:22]=[C:23]([N:24]3[CH2:29][CH2:28][O:27][CH2:26][C@@H:25]3[CH3:30])[C:18]=2[N:17]=[N:16]1)[CH3:14]. The yield is 0.0400. (3) The reactants are O1CCCCC1[N:7]1[C:15]2[C:10](=[CH:11][C:12]([C:16]3[N:20]=[CH:19][N:18](C(C4C=CC=CC=4)(C4C=CC=CC=4)C4C=CC=CC=4)[N:17]=3)=[CH:13][CH:14]=2)[C:9]([C:40]2[CH:41]=[C:42]([NH2:46])[CH:43]=[CH:44][CH:45]=2)=[N:8]1.Cl[CH2:48][C:49](Cl)=[O:50].C(N(CC)C(C)C)(C)C.[NH:61]1[CH2:66][CH2:65][O:64][CH2:63][CH2:62]1. The catalyst is O1CCCC1.O. The product is [NH:18]1[CH:19]=[N:20][C:16]([C:12]2[CH:11]=[C:10]3[C:15](=[CH:14][CH:13]=2)[NH:7][N:8]=[C:9]3[C:40]2[CH:41]=[C:42]([NH:46][C:49](=[O:50])[CH2:48][N:61]3[CH2:66][CH2:65][O:64][CH2:63][CH2:62]3)[CH:43]=[CH:44][CH:45]=2)=[N:17]1. The yield is 0.490. (4) The catalyst is C(O)C. The yield is 0.800. The product is [N:20]1[CH:21]=[CH:22][CH:23]=[C:18]([C@H:9]([NH2:8])[CH2:10][CH2:11][CH:12]2[CH2:13][CH2:14][O:15][CH2:16][CH2:17]2)[CH:19]=1. The reactants are CC1(O)C(=[N:8][CH:9]([C:18]2[CH:19]=[N:20][CH:21]=[CH:22][CH:23]=2)[CH2:10][CH2:11][CH:12]2[CH2:17][CH2:16][O:15][CH2:14][CH2:13]2)CC2CC1C2(C)C.Cl.NO.C([O-])([O-])=O.[K+].[K+].